Dataset: Catalyst prediction with 721,799 reactions and 888 catalyst types from USPTO. Task: Predict which catalyst facilitates the given reaction. (1) Reactant: [C:1]([O:5][C:6]([N:8]1[CH:12]=[C:11]([C:13]2[CH:18]=[CH:17][C:16]([N:19]3[CH2:24][CH2:23][N:22]([C:25]([O:27][C:28]([CH3:31])([CH3:30])[CH3:29])=[O:26])[CH2:21][CH2:20]3)=[CH:15][CH:14]=2)[C:10]([NH:32][C@H:33]([C:38]([O:40]CC2C=CC(OC)=CC=2)=[O:39])[CH2:34][CH:35]([CH3:37])[CH3:36])=[N:9]1)=[O:7])([CH3:4])([CH3:3])[CH3:2]. Product: [C:1]([O:5][C:6]([N:8]1[CH:12]=[C:11]([C:13]2[CH:14]=[CH:15][C:16]([N:19]3[CH2:20][CH2:21][N:22]([C:25]([O:27][C:28]([CH3:29])([CH3:30])[CH3:31])=[O:26])[CH2:23][CH2:24]3)=[CH:17][CH:18]=2)[C:10]([NH:32][C@H:33]([C:38]([OH:40])=[O:39])[CH2:34][CH:35]([CH3:36])[CH3:37])=[N:9]1)=[O:7])([CH3:2])([CH3:4])[CH3:3]. The catalyst class is: 50. (2) Reactant: [NH2:1][C:2]1[C:7]2=[CH:8][CH:9]=[C:10]([C@@H:11]3[O:15][C@@:14]([CH2:18][OH:19])([C:16]#[CH:17])[C@@H:13]([O:20][Si](C(C)(C)C)(C)C)[CH2:12]3)[N:6]2[N:5]=[CH:4][N:3]=1.CCCC[N+](CCCC)(CCCC)CCCC.[F-]. Product: [NH2:1][C:2]1[C:7]2=[CH:8][CH:9]=[C:10]([C@@H:11]3[O:15][C@:14]([C:16]#[CH:17])([CH2:18][OH:19])[C@@H:13]([OH:20])[CH2:12]3)[N:6]2[N:5]=[CH:4][N:3]=1. The catalyst class is: 1.